This data is from Forward reaction prediction with 1.9M reactions from USPTO patents (1976-2016). The task is: Predict the product of the given reaction. Given the reactants [CH3:1][C:2]([CH3:12])([CH2:5][N:6]1[CH2:11][CH2:10][CH2:9][CH2:8][CH2:7]1)[CH2:3][OH:4].[CH3:13][S:14](Cl)(=[O:16])=[O:15], predict the reaction product. The product is: [CH3:1][C:2]([CH3:12])([CH2:5][N:6]1[CH2:11][CH2:10][CH2:9][CH2:8][CH2:7]1)[CH2:3][O:4][S:14]([CH3:13])(=[O:16])=[O:15].